From a dataset of Full USPTO retrosynthesis dataset with 1.9M reactions from patents (1976-2016). Predict the reactants needed to synthesize the given product. (1) Given the product [C:10]([CH2:12][C:13]([NH:9][C:7]([NH:6][CH2:1][CH2:2][CH2:3][CH2:4][CH3:5])=[O:8])=[O:14])#[N:11], predict the reactants needed to synthesize it. The reactants are: [CH2:1]([NH:6][C:7]([NH2:9])=[O:8])[CH2:2][CH2:3][CH2:4][CH3:5].[C:10]([CH2:12][C:13](O)=[O:14])#[N:11].C(OC(=O)C)(=O)C. (2) Given the product [C:7]([O:11][C:12]([N:14]1[CH2:15][CH:16]2[CH:20]([CH2:19][N:18]([C:25](=[O:26])[C:24]3[C:28]([N:32]4[N:33]=[CH:34][CH:35]=[N:36]4)=[CH:29][CH:30]=[CH:31][C:23]=3[F:22])[CH2:17]2)[CH2:21]1)=[O:13])([CH3:10])([CH3:8])[CH3:9], predict the reactants needed to synthesize it. The reactants are: C(=O)([O-])[O-].[Na+].[Na+].[C:7]([O:11][C:12]([N:14]1[CH2:21][CH:20]2[CH:16]([CH2:17][NH:18][CH2:19]2)[CH2:15]1)=[O:13])([CH3:10])([CH3:9])[CH3:8].[F:22][C:23]1[CH:31]=[CH:30][CH:29]=[C:28]([N:32]2[N:36]=[CH:35][CH:34]=[N:33]2)[C:24]=1[C:25](Cl)=[O:26].